From a dataset of Peptide-MHC class II binding affinity with 134,281 pairs from IEDB. Regression. Given a peptide amino acid sequence and an MHC pseudo amino acid sequence, predict their binding affinity value. This is MHC class II binding data. (1) The peptide sequence is VVLFAVFLGSAYGIP. The MHC is DRB1_1302 with pseudo-sequence DRB1_1302. The binding affinity (normalized) is 0.369. (2) The peptide sequence is GELQIVDKIDVAFKI. The MHC is DRB1_0802 with pseudo-sequence DRB1_0802. The binding affinity (normalized) is 0.404. (3) The peptide sequence is AAATAGTTVYGPFAA. The MHC is HLA-DPA10103-DPB10601 with pseudo-sequence HLA-DPA10103-DPB10601. The binding affinity (normalized) is 0. (4) The peptide sequence is LVAGPAGSYAADLGY. The MHC is DRB1_0901 with pseudo-sequence DRB1_0901. The binding affinity (normalized) is 0.304. (5) The peptide sequence is SAQNISGAGWSGMAE. The MHC is DRB1_0701 with pseudo-sequence DRB1_0701. The binding affinity (normalized) is 0.169. (6) The peptide sequence is ALPTVEVVAAAADEV. The MHC is DRB1_0701 with pseudo-sequence DRB1_0701. The binding affinity (normalized) is 0.481. (7) The peptide sequence is EKKYFAATQFQPLAA. The MHC is HLA-DPA10301-DPB10402 with pseudo-sequence HLA-DPA10301-DPB10402. The binding affinity (normalized) is 0.864.